Task: Predict the reactants needed to synthesize the given product.. Dataset: Full USPTO retrosynthesis dataset with 1.9M reactions from patents (1976-2016) Given the product [C:51]1([CH3:54])[CH:52]=[CH:53][C:48]([N:77]2[CH2:78][CH2:79][C:71]3[C:70]([NH:69][C:66]4[CH:65]=[CH:64][C:63]([C:62]([F:81])([F:61])[F:80])=[CH:68][CH:67]=4)=[N:75][CH:74]=[N:73][C:72]=3[CH2:76]2)=[CH:49][CH:50]=1, predict the reactants needed to synthesize it. The reactants are: C1C=CC(P(C2C(C3C(P(C4C=CC=CC=4)C4C=CC=CC=4)=CC=C4C=3C=CC=C4)=C3C(C=CC=C3)=CC=2)C2C=CC=CC=2)=CC=1.Br[C:48]1[CH:53]=[CH:52][C:51]([CH3:54])=[CH:50][CH:49]=1.C(=O)([O-])[O-].[Cs+].[Cs+].[F:61][C:62]([F:81])([F:80])[C:63]1[CH:68]=[CH:67][C:66]([NH:69][C:70]2[C:71]3[CH2:79][CH2:78][NH:77][CH2:76][C:72]=3[N:73]=[CH:74][N:75]=2)=[CH:65][CH:64]=1.